Dataset: Catalyst prediction with 721,799 reactions and 888 catalyst types from USPTO. Task: Predict which catalyst facilitates the given reaction. The catalyst class is: 8. Product: [CH3:27][C:26]1[CH:25]=[C:24]([CH:23]([C:17]2[CH:22]=[CH:21][CH:20]=[CH:19][CH:18]=2)[CH3:30])[N:16]=[C:14]([NH:13][C:10]2[CH:9]=[CH:8][C:7]([N:3]3[CH:4]=[CH:5][N:6]=[C:2]3[CH3:1])=[CH:12][CH:11]=2)[N:15]=1. Reactant: [CH3:1][C:2]1[N:3]([C:7]2[CH:12]=[CH:11][C:10]([NH:13][C:14]([NH2:16])=[NH:15])=[CH:9][CH:8]=2)[CH:4]=[CH:5][N:6]=1.[C:17]1([CH:23]([CH3:30])[C:24](=O)[CH2:25][C:26](=O)[CH3:27])[CH:22]=[CH:21][CH:20]=[CH:19][CH:18]=1.[O-]CC.[Na+].